From a dataset of Experimentally validated miRNA-target interactions with 360,000+ pairs, plus equal number of negative samples. Binary Classification. Given a miRNA mature sequence and a target amino acid sequence, predict their likelihood of interaction. (1) The miRNA is rno-miR-93-5p with sequence CAAAGUGCUGUUCGUGCAGGUAG. The protein sequence of the target gene is MSDQDHSMDEVTAVKIEKGVGGNNGGSGNGGGAAFSQTRSSSTGSSSSSGGGGGQESQPSPLALLAATCSRIESPNENSNNSQGPSQSGGTGELDLTATQLSQGANGWQIISSSSGATPTSKEQSGNSTNGSNGSESSKNRTVSGGQYVVAATPNLQNQQVLTGLPGVMPNIQYQVIPQFQTVDGQQLQFAATGAQVQQDGSGQIQIIPGANQQIITNRGSGGNIIAAMPNLLQQAVPLQGLANNVLSGQTQYVTNVPVALNGNITLLPVNSVSAATLTPSSQAGTISSSGSQESGSQPV.... Result: 1 (interaction). (2) The miRNA is hsa-miR-342-3p with sequence UCUCACACAGAAAUCGCACCCGU. Result: 0 (no interaction). The protein sequence of the target gene is MTLNSSTEDGIKRIQDDCPKAGRHNYIFVMIPTLYSIIFVVGIFGNSLVVIVIYFYMKLKTVASVFLLNLALADLCFLLTLPLWAVYTAMEYRWPFGNHLCKIASASVSFNLYASVFLLTCLSIDRYLAIVHPMKSRLRRTMLVAKVTCIIIWLMAGLASLPAVIYRNVYFIENTNITVCAFHYESQNSTLPIGLGLTKNILGFVFPFLIILTSYTLIWKALKKAYKIQKNTPRNDDIFRIIMAIVLFFFFSWVPHQIFTFLDVLIQLGIIRDCEIADIVDTAMPITICIAYFNNCLNPL.... (3) The miRNA is hsa-miR-4503 with sequence UUUAAGCAGGAAAUAGAAUUUA. The protein sequence of the target gene is MNGHSDEESVRNSSGESSQSDDDSGSASGSGSGSSSGSSSDGSSSQSGSSDSDSGSESGSQSESESDTSRENKVQAKPPKVDGAEFWKSSPSILAVQRSAILKKQQQQQQQQQHQASSNSGSEEDSSSSEDSDDSSSEVKRKKHKDEDWQMSGSGSPSQSGSDSESEEEREKSSCDETESDYEPKNKVKSRKPQNRSKSKNGKKILGQKKRQIDSSEEDDDEEDYDNDKRSSRRQATVNVSYKEDEEMKTDSDDLLEVCGEDVPQPEEEEFETIERFMDCRIGRKGATGATTTIYAVEAD.... Result: 1 (interaction).